Dataset: Catalyst prediction with 721,799 reactions and 888 catalyst types from USPTO. Task: Predict which catalyst facilitates the given reaction. (1) Product: [Cl:1][C:2]1[CH:3]=[C:4]([C:8]2[CH:9]=[C:10]([C:20]([OH:22])=[O:21])[O:11][C:12]=2[C:13]2[CH:18]=[CH:17][CH:16]=[C:15]([Cl:19])[CH:14]=2)[CH:5]=[CH:6][CH:7]=1. Reactant: [Cl:1][C:2]1[CH:3]=[C:4]([C:8]2[CH:9]=[C:10]([C:20]([O:22]CC)=[O:21])[O:11][C:12]=2[C:13]2[CH:18]=[CH:17][CH:16]=[C:15]([Cl:19])[CH:14]=2)[CH:5]=[CH:6][CH:7]=1.[OH-].[Li+]. The catalyst class is: 12. (2) Reactant: [CH2:1]([N:3]=[C:4]=[O:5])[CH3:2].[CH3:6][O:7][C:8]1[CH:13]=[CH:12][C:11]([C:14]2[S:18][C:17]([NH2:19])=[N:16][C:15]=2[CH3:20])=[CH:10][CH:9]=1. Product: [CH2:1]([NH:3][C:4]([NH:19][C:17]1[S:18][C:14]([C:11]2[CH:12]=[CH:13][C:8]([O:7][CH3:6])=[CH:9][CH:10]=2)=[C:15]([CH3:20])[N:16]=1)=[O:5])[CH3:2]. The catalyst class is: 12.